This data is from Peptide-MHC class I binding affinity with 185,985 pairs from IEDB/IMGT. The task is: Regression. Given a peptide amino acid sequence and an MHC pseudo amino acid sequence, predict their binding affinity value. This is MHC class I binding data. (1) The peptide sequence is VMKRNFIDF. The MHC is HLA-A03:01 with pseudo-sequence HLA-A03:01. The binding affinity (normalized) is 0.0847. (2) The peptide sequence is VTTHKYAGPY. The MHC is HLA-B15:01 with pseudo-sequence HLA-B15:01. The binding affinity (normalized) is 0.186. (3) The MHC is HLA-B15:01 with pseudo-sequence HLA-B15:01. The peptide sequence is SGYEGRVPL. The binding affinity (normalized) is 0.529. (4) The peptide sequence is LMHLVSLYK. The MHC is HLA-A02:02 with pseudo-sequence HLA-A02:02. The binding affinity (normalized) is 0. (5) The peptide sequence is YSKPWMAFF. The MHC is HLA-B39:01 with pseudo-sequence HLA-B39:01. The binding affinity (normalized) is 0.0847. (6) The peptide sequence is SYVKYRYLCL. The MHC is Mamu-A07 with pseudo-sequence Mamu-A07. The binding affinity (normalized) is 0. (7) The peptide sequence is IAGFIEGGW. The MHC is HLA-B58:01 with pseudo-sequence HLA-B58:01. The binding affinity (normalized) is 0.613. (8) The peptide sequence is PVDTEFINK. The MHC is HLA-A03:01 with pseudo-sequence HLA-A03:01. The binding affinity (normalized) is 0.0850. (9) The peptide sequence is EVAGFVFDKK. The MHC is HLA-A68:01 with pseudo-sequence HLA-A68:01. The binding affinity (normalized) is 0.799.